From a dataset of Forward reaction prediction with 1.9M reactions from USPTO patents (1976-2016). Predict the product of the given reaction. (1) Given the reactants [CH2:1]([O:8][C:9]1[C:10]([OH:20])=[C:11]([C:14]([N+:17]([O-:19])=[O:18])=[CH:15][CH:16]=1)[CH:12]=[O:13])[C:2]1[CH:7]=[CH:6][CH:5]=[CH:4][CH:3]=1.[C:21](=O)([O-])[O-].[K+].[K+].CI.O, predict the reaction product. The product is: [CH2:1]([O:8][C:9]1[C:10]([O:20][CH3:21])=[C:11]([C:14]([N+:17]([O-:19])=[O:18])=[CH:15][CH:16]=1)[CH:12]=[O:13])[C:2]1[CH:3]=[CH:4][CH:5]=[CH:6][CH:7]=1. (2) Given the reactants [C:1]([O:5][C:6]([N:8]1[CH2:13][CH2:12][CH2:11][CH:10]([C:14]2[CH:19]=[CH:18][C:17](Br)=[CH:16][CH:15]=2)[CH2:9]1)=[O:7])([CH3:4])([CH3:3])[CH3:2].C(P(C(C)(C)C)C1C=CC=CC=1C1C=CC=CC=1)(C)(C)C.CC(C)([O-])C.[Na+].[CH:48]1([NH2:54])[CH2:53][CH2:52][CH2:51][CH2:50][CH2:49]1, predict the reaction product. The product is: [C:1]([O:5][C:6]([N:8]1[CH2:13][CH2:12][CH2:11][CH:10]([C:14]2[CH:19]=[CH:18][C:17]([NH:54][CH:48]3[CH2:53][CH2:52][CH2:51][CH2:50][CH2:49]3)=[CH:16][CH:15]=2)[CH2:9]1)=[O:7])([CH3:4])([CH3:3])[CH3:2].